From a dataset of Full USPTO retrosynthesis dataset with 1.9M reactions from patents (1976-2016). Predict the reactants needed to synthesize the given product. Given the product [Cl:1][C:2]1[CH:3]=[CH:4][C:5]([C:8]2[CH:13]=[C:12]([C:14]([F:17])([F:15])[F:16])[N:11]=[C:10]([C:18]3[CH:23]=[CH:22][N:21]=[C:20]([C:28]4[CH:29]=[CH:30][N:25]=[CH:26][CH:27]=4)[CH:19]=3)[N:9]=2)=[CH:6][CH:7]=1, predict the reactants needed to synthesize it. The reactants are: [Cl:1][C:2]1[CH:7]=[CH:6][C:5]([C:8]2[CH:13]=[C:12]([C:14]([F:17])([F:16])[F:15])[N:11]=[C:10]([C:18]3[CH:23]=[CH:22][N:21]=[C:20](Cl)[CH:19]=3)[N:9]=2)=[CH:4][CH:3]=1.[N:25]1[CH:30]=[CH:29][C:28](B(O)O)=[CH:27][CH:26]=1.